Dataset: Drug half-life prediction data from Obach et al.. Task: Regression/Classification. Given a drug SMILES string, predict its absorption, distribution, metabolism, or excretion properties. Task type varies by dataset: regression for continuous measurements (e.g., permeability, clearance, half-life) or binary classification for categorical outcomes (e.g., BBB penetration, CYP inhibition). For this dataset (half_life_obach), we predict log10(half-life) (log10 of half-life in hours). (1) The drug is CC[C@@]1(O)C(=O)OCc2c1cc1n(c2=O)Cc2cc3c(N)cccc3nc2-1. The log10(half-life) is 0.850. (2) The drug is Nc1ccc(O)c(C(=O)O)c1. The log10(half-life) is -0.210.